Dataset: Catalyst prediction with 721,799 reactions and 888 catalyst types from USPTO. Task: Predict which catalyst facilitates the given reaction. (1) The catalyst class is: 53. Reactant: [CH2:1]([O:4][C:5]1[CH:10]=[CH:9][C:8]([C:11]2[N:16]=[CH:15][C:14]([CH2:17][C:18]([O:20][CH3:21])=[O:19])=[CH:13][N:12]=2)=[C:7]([C:22]([F:25])([F:24])[F:23])[CH:6]=1)[CH2:2][CH3:3].C1C(=O)N([Br:33])C(=O)C1.CC(N=NC(C#N)(C)C)(C#N)C. Product: [Br:33][CH:17]([C:14]1[CH:15]=[N:16][C:11]([C:8]2[CH:9]=[CH:10][C:5]([O:4][CH2:1][CH2:2][CH3:3])=[CH:6][C:7]=2[C:22]([F:24])([F:25])[F:23])=[N:12][CH:13]=1)[C:18]([O:20][CH3:21])=[O:19]. (2) Reactant: [CH3:1][O:2][C:3]1[CH:15]=[CH:14][C:6]([CH2:7][NH:8][C:9]2[S:10][CH:11]=[N:12][N:13]=2)=[CH:5][CH:4]=1.C1COCC1.[Li+].C[Si]([N-][Si](C)(C)C)(C)C.[C:31]([N:34]1[CH2:43][CH2:42][C:41]2[C:36](=[CH:37][CH:38]=[C:39]([S:44](Cl)(=[O:46])=[O:45])[CH:40]=2)[CH:35]1[C:48]1[CH:53]=[CH:52][C:51]([C:54]2[CH:59]=[CH:58][CH:57]=[C:56]([F:60])[CH:55]=2)=[CH:50][C:49]=1[O:61][CH3:62])(=[O:33])[CH3:32]. Product: [C:31]([N:34]1[CH2:43][CH2:42][C:41]2[C:36](=[CH:37][CH:38]=[C:39]([S:44]([N:8]([CH2:7][C:6]3[CH:5]=[CH:4][C:3]([O:2][CH3:1])=[CH:15][CH:14]=3)[C:9]3[S:10][CH:11]=[N:12][N:13]=3)(=[O:46])=[O:45])[CH:40]=2)[CH:35]1[C:48]1[CH:53]=[CH:52][C:51]([C:54]2[CH:59]=[CH:58][CH:57]=[C:56]([F:60])[CH:55]=2)=[CH:50][C:49]=1[O:61][CH3:62])(=[O:33])[CH3:32]. The catalyst class is: 351. (3) Reactant: [CH3:1][C:2]1[CH:3]=[C:4]([CH:28]=[CH:29][CH:30]=1)[C:5]([C:7]1[C:15]2[CH:14]=[CH:13][C:12](=[O:16])[N:11]([C:17]3[CH:22]=[CH:21][CH:20]=[CH:19][CH:18]=3)[C:10]=2[S:9][C:8]=1[C:23]([O:25]CC)=[O:24])=[O:6].[OH-].[Na+]. Product: [CH3:1][C:2]1[CH:3]=[C:4]([CH:28]=[CH:29][CH:30]=1)[C:5]([C:7]1[C:15]2[CH:14]=[CH:13][C:12](=[O:16])[N:11]([C:17]3[CH:22]=[CH:21][CH:20]=[CH:19][CH:18]=3)[C:10]=2[S:9][C:8]=1[C:23]([OH:25])=[O:24])=[O:6]. The catalyst class is: 14. (4) Reactant: [O:1]1[CH2:6][CH2:5][CH2:4][CH2:3][CH:2]1[N:7]1[C:15]2[C:10](=[CH:11][C:12](/[CH:16]=[CH:17]/[C:18]3[N:23]=[CH:22][N:21]=[C:20]([NH:24][C:25]4[CH:30]=[CH:29][C:28]([C:31]([F:34])([F:33])[F:32])=[CH:27][CH:26]=4)[N:19]=3)=[CH:13][CH:14]=2)[CH:9]=[N:8]1. Product: [O:1]1[CH2:6][CH2:5][CH2:4][CH2:3][CH:2]1[N:7]1[C:15]2[C:10](=[CH:11][C:12]([CH2:16][CH2:17][C:18]3[N:23]=[CH:22][N:21]=[C:20]([NH:24][C:25]4[CH:30]=[CH:29][C:28]([C:31]([F:34])([F:32])[F:33])=[CH:27][CH:26]=4)[N:19]=3)=[CH:13][CH:14]=2)[CH:9]=[N:8]1. The catalyst class is: 78. (5) Reactant: Br[C:2]1[CH:16]=[CH:15][C:5]([O:6][CH2:7][CH:8]2[CH2:11][C:10]([CH2:13][OH:14])([OH:12])[CH2:9]2)=[CH:4][C:3]=1[Cl:17].[F:18][C:19]1[CH:43]=[C:42]([F:44])[C:41](B2OC(C)(C)C(C)(C)O2)=[CH:40][C:20]=1[CH2:21][O:22][C:23]1[N:28]=[CH:27][C:26]2[C@@H:29]3[C@@H:32]([C:33]([O:35][C:36]([CH3:39])([CH3:38])[CH3:37])=[O:34])[C@@H:30]3[CH2:31][C:25]=2[CH:24]=1.C([O-])([O-])=O.[K+].[K+].C1COCC1. Product: [Cl:17][C:3]1[CH:4]=[C:5]([O:6][CH2:7][CH:8]2[CH2:11][C:10]([OH:12])([CH2:13][OH:14])[CH2:9]2)[CH:15]=[CH:16][C:2]=1[C:41]1[C:42]([F:44])=[CH:43][C:19]([F:18])=[C:20]([CH2:21][O:22][C:23]2[N:28]=[CH:27][C:26]3[C@@H:29]4[C@@H:32]([C:33]([O:35][C:36]([CH3:39])([CH3:38])[CH3:37])=[O:34])[C@@H:30]4[CH2:31][C:25]=3[CH:24]=2)[CH:40]=1. The catalyst class is: 6.